Dataset: Reaction yield outcomes from USPTO patents with 853,638 reactions. Task: Predict the reaction yield, written as a fraction of the theoretical maximum amount of product (1.0 means a 100% yield; for example, 0.34 means a 34% yield). (1) The reactants are [Br:1][C:2]1[CH:3]=[CH:4][C:5](F)=[N:6][CH:7]=1.[NH:9]1[CH2:15][CH2:14][CH2:13][NH:12][CH2:11][CH2:10]1. The catalyst is CC#N. The product is [Br:1][C:2]1[CH:3]=[CH:4][C:5]([N:9]2[CH2:15][CH2:14][CH2:13][NH:12][CH2:11][CH2:10]2)=[N:6][CH:7]=1. The yield is 0.510. (2) The reactants are [CH3:1][C:2]1[C:16](=[O:17])[N:15]=[C:14]2[N:4]([C@@H:5]3[O:9][C@H:8]([CH2:10][OH:11])[C@@H:7]([OH:12])[C@@H:6]3[O:13]2)[CH:3]=1.[CH3:18][O:19][CH2:20][CH2:21][O:22]B([O:22][CH2:21][CH2:20][O:19][CH3:18])[O:22][CH2:21][CH2:20][O:19][CH3:18]. The catalyst is COCCO. The product is [CH3:18][O:19][CH2:20][CH2:21][O:22][C@@H:6]1[C@H:7]([OH:12])[C@@H:8]([CH2:10][OH:11])[O:9][C@H:5]1[N:4]1[CH:3]=[C:2]([CH3:1])[C:16](=[O:17])[NH:15][C:14]1=[O:13]. The yield is 0.630.